This data is from Catalyst prediction with 721,799 reactions and 888 catalyst types from USPTO. The task is: Predict which catalyst facilitates the given reaction. (1) Reactant: [CH:1]1([CH2:4][O:5][C:6]2[CH:14]=[CH:13][C:9]3[O:10][CH2:11][O:12][C:8]=3[C:7]=2[C:15]2[C:16]3[NH:23][CH:22]=[C:21]([C:24](O)=[O:25])[C:17]=3[N:18]=[CH:19][N:20]=2)[CH2:3][CH2:2]1.CCN(C(C)C)C(C)C.[NH2:36][C@@H:37]([CH2:65][CH:66]1[CH2:71][CH2:70][CH2:69][CH2:68][CH2:67]1)[C:38]([N:40]1[CH2:45][CH2:44][CH:43]([N:46]2[C:51](=[O:52])[C:50]([CH3:54])([CH3:53])[CH2:49][C:48]([C:55]3[CH:60]=[CH:59][C:58]([O:61][CH3:62])=[C:57]([O:63][CH3:64])[CH:56]=3)=[N:47]2)[CH2:42][CH2:41]1)=[O:39].CCOC(C(C#N)=NOC(N1CCOCC1)=[N+](C)C)=O.F[P-](F)(F)(F)(F)F.C(=O)(O)[O-].[Na+]. Product: [CH:66]1([CH2:65][C@H:37]([NH:36][C:24]([C:21]2[C:17]3[N:18]=[CH:19][N:20]=[C:15]([C:7]4[C:8]5[O:12][CH2:11][O:10][C:9]=5[CH:13]=[CH:14][C:6]=4[O:5][CH2:4][CH:1]4[CH2:2][CH2:3]4)[C:16]=3[NH:23][CH:22]=2)=[O:25])[C:38]([N:40]2[CH2:45][CH2:44][CH:43]([N:46]3[C:51](=[O:52])[C:50]([CH3:53])([CH3:54])[CH2:49][C:48]([C:55]4[CH:60]=[CH:59][C:58]([O:61][CH3:62])=[C:57]([O:63][CH3:64])[CH:56]=4)=[N:47]3)[CH2:42][CH2:41]2)=[O:39])[CH2:71][CH2:70][CH2:69][CH2:68][CH2:67]1. The catalyst class is: 2. (2) Reactant: [Cl:1][C:2]1[CH:3]=[CH:4][CH:5]=[C:6]2[C:11]=1[N:10]=[C:9]([O:12][C:13]1[CH:18]=[CH:17][CH:16]=[CH:15][CH:14]=1)[C:8]([CH2:19][NH2:20])=[CH:7]2.Cl[C:22]1[N:30]=[CH:29][N:28]=[C:27]2[C:23]=1[NH:24][CH:25]=[N:26]2.CCN(C(C)C)C(C)C. Product: [Cl:1][C:2]1[CH:3]=[CH:4][CH:5]=[C:6]2[C:11]=1[N:10]=[C:9]([O:12][C:13]1[CH:18]=[CH:17][CH:16]=[CH:15][CH:14]=1)[C:8]([CH2:19][NH:20][C:22]1[N:30]=[CH:29][N:28]=[C:27]3[C:23]=1[N:24]=[CH:25][NH:26]3)=[CH:7]2. The catalyst class is: 51.